Dataset: Forward reaction prediction with 1.9M reactions from USPTO patents (1976-2016). Task: Predict the product of the given reaction. (1) The product is: [Cl:1][C:2]1[CH:3]=[C:4]([CH:9]=[C:10]([O:14][CH:15]([CH3:17])[CH3:16])[C:11]=1[O:12][CH3:13])[C:5]([OH:7])=[O:6]. Given the reactants [Cl:1][C:2]1[CH:3]=[C:4]([CH:9]=[C:10]([O:14][CH:15]([CH3:17])[CH3:16])[C:11]=1[O:12][CH3:13])[C:5]([O:7]C)=[O:6], predict the reaction product. (2) Given the reactants N1([C:7]2[CH:14]=[CH:13][CH:12]=[CH:11][C:8]=2[CH2:9][NH2:10])CCCCC1.[CH3:15][O:16][C:17]1[CH:22]=[CH:21][CH:20]=[CH:19][C:18]=1[S:23](Cl)(=[O:25])=[O:24].C([N:30]([CH:33]([CH3:35])C)[CH2:31][CH3:32])(C)C.Cl[CH2:37]Cl, predict the reaction product. The product is: [CH3:15][O:16][C:17]1[CH:22]=[CH:21][CH:20]=[CH:19][C:18]=1[S:23]([NH:10][CH2:9][C:8]1[CH:11]=[CH:12][CH:13]=[CH:14][C:7]=1[CH:33]1[CH2:35][CH2:37][CH2:32][CH2:31][NH:30]1)(=[O:25])=[O:24]. (3) The product is: [CH2:11]([S:1][C:2]1[CH:9]=[CH:8][C:5]([C:6]#[N:7])=[CH:4][CH:3]=1)[CH3:12]. Given the reactants [SH:1][C:2]1[CH:9]=[CH:8][C:5]([C:6]#[N:7])=[CH:4][CH:3]=1.Br[CH2:11][CH3:12].C(=O)([O-])[O-].[K+].[K+], predict the reaction product. (4) The product is: [Cl:14][C:13]1[C:3]2[CH2:2][N:29]([CH:27]([C:24]3[CH:25]=[N:26][C:21]([O:20][CH:16]4[CH2:19][CH2:18][CH2:17]4)=[C:22]([CH3:30])[CH:23]=3)[CH3:28])[C:5](=[O:7])[C:4]=2[CH:10]=[CH:11][N:12]=1. Given the reactants Br[CH2:2][C:3]1[C:13]([Cl:14])=[N:12][CH:11]=[CH:10][C:4]=1[C:5]([O:7]CC)=O.Cl.[CH:16]1([O:20][C:21]2[N:26]=[CH:25][C:24]([CH:27]([NH2:29])[CH3:28])=[CH:23][C:22]=2[CH3:30])[CH2:19][CH2:18][CH2:17]1, predict the reaction product. (5) Given the reactants Cl[C:2]1[NH:3][C:4](=[O:13])[C:5]2[C:10]([CH:11]=1)=[C:9]([F:12])[CH:8]=[CH:7][CH:6]=2.[OH:14][CH2:15][CH2:16][N:17]1[CH2:22][CH2:21][NH:20][CH2:19][CH2:18]1, predict the reaction product. The product is: [F:12][C:9]1[CH:8]=[CH:7][CH:6]=[C:5]2[C:10]=1[CH:11]=[C:2]([N:20]1[CH2:21][CH2:22][N:17]([CH2:16][CH2:15][OH:14])[CH2:18][CH2:19]1)[NH:3][C:4]2=[O:13]. (6) Given the reactants [C:1]1([C:20]2[CH:25]=[CH:24][CH:23]=[CH:22][CH:21]=2)[CH:6]=[CH:5][C:4]([NH:7][C:8]2[CH:13]=[N:12][CH:11]=[C:10]3[NH:14][C:15](C(O)=O)=[CH:16][C:9]=23)=[CH:3][CH:2]=1, predict the reaction product. The product is: [C:1]1([C:20]2[CH:25]=[CH:24][CH:23]=[CH:22][CH:21]=2)[CH:6]=[CH:5][C:4]([NH:7][C:8]2[CH:13]=[N:12][CH:11]=[C:10]3[NH:14][CH:15]=[CH:16][C:9]=23)=[CH:3][CH:2]=1. (7) Given the reactants [F:1][C:2]1[CH:3]=[C:4]([CH:7]=[CH:8][C:9]=1[OH:10])[C:5]#[N:6].C(=O)([O-])[O-].[K+].[K+].[CH2:17](Br)[C:18]1[CH:23]=[CH:22][CH:21]=[CH:20][CH:19]=1, predict the reaction product. The product is: [CH2:17]([O:10][C:9]1[CH:8]=[CH:7][C:4]([C:5]#[N:6])=[CH:3][C:2]=1[F:1])[C:18]1[CH:23]=[CH:22][CH:21]=[CH:20][CH:19]=1.